This data is from Full USPTO retrosynthesis dataset with 1.9M reactions from patents (1976-2016). The task is: Predict the reactants needed to synthesize the given product. (1) Given the product [OH:25][C:20]1[CH:21]=[CH:22][CH:23]=[CH:24][C:19]=1[C:17]1[N:18]=[C:14]([NH:13][C:11](=[O:12])[CH2:10][O:9][C:2]2[C:1]([CH3:33])=[CH:6][C:5]([CH3:7])=[CH:4][C:3]=2[CH3:8])[NH:15][CH:16]=1, predict the reactants needed to synthesize it. The reactants are: [C:1]1([CH3:33])[CH:6]=[C:5]([CH3:7])[CH:4]=[C:3]([CH3:8])[C:2]=1[O:9][CH2:10][C:11]([NH:13][C:14]1[NH:15][CH:16]=[C:17]([C:19]2[CH:24]=[CH:23][CH:22]=[CH:21][C:20]=2[O:25]CC2C=CC=CC=2)[N:18]=1)=[O:12].Br.C(O)(=O)C. (2) Given the product [Cl:2][C:3]1[CH:12]=[CH:11][C:10]([Cl:13])=[C:9]2[C:4]=1[CH:5]([CH3:16])[NH:6][C:7]([NH2:18])=[N:8]2, predict the reactants needed to synthesize it. The reactants are: I.[Cl:2][C:3]1[CH:12]=[CH:11][C:10]([Cl:13])=[C:9]2[C:4]=1[CH:5]([CH3:16])[NH:6][C:7](SC)=[N:8]2.[OH-].[NH4+:18].[OH-].[Na+].OO. (3) Given the product [O:44]=[C:45]1[NH:50][C:49]([C:51](=[O:69])[NH:52][CH2:53][C:54]2[CH:59]=[CH:58][CH:57]=[C:56]([O:60][CH2:61][CH2:62][O:63][C:64]3[N:68]=[CH:67][NH:66][N:65]=3)[CH:55]=2)=[N:48][C:47]2[S:70][CH:71]=[C:72]([CH2:73][O:74][CH2:75][C:76]3[CH:77]=[CH:78][C:79]([C:80]([OH:82])=[O:81])=[CH:85][CH:86]=3)[C:46]1=2, predict the reactants needed to synthesize it. The reactants are: O=C1NC(C(NCC2C=CN=C(OCCCC3N=CNN=3)C=2)=O)=NC2SC=C(COCC3C=CC(C(OCC)=O)=CC=3)C1=2.[O:44]=[C:45]1[NH:50][C:49]([C:51](=[O:69])[NH:52][CH2:53][C:54]2[CH:59]=[CH:58][CH:57]=[C:56]([O:60][CH2:61][CH2:62][O:63][C:64]3[N:68]=[CH:67][NH:66][N:65]=3)[CH:55]=2)=[N:48][C:47]2[S:70][CH:71]=[C:72]([CH2:73][O:74][CH2:75][C:76]3[CH:86]=[CH:85][C:79]([C:80]([O:82]CC)=[O:81])=[CH:78][CH:77]=3)[C:46]1=2. (4) Given the product [CH2:1]([O:3][C:4]([N:6]1[C:15]2[C:10](=[N:11][C:12]([O:16][CH3:17])=[CH:13][CH:14]=2)[C@@H:9]([NH:18][C:21]([O:32][C@H:33]([C:35]2[CH:40]=[CH:39][CH:38]=[CH:37][CH:36]=2)[CH3:34])=[O:22])[CH2:8][C@H:7]1[CH2:19][CH3:20])=[O:5])[CH3:2], predict the reactants needed to synthesize it. The reactants are: [CH2:1]([O:3][C:4]([N:6]1[C:15]2[C:10](=[N:11][C:12]([O:16][CH3:17])=[CH:13][CH:14]=2)[C@@H:9]([NH2:18])[CH2:8][C@H:7]1[CH2:19][CH3:20])=[O:5])[CH3:2].[C:21](=O)([O:32][C@H:33]([C:35]1[CH:40]=[CH:39][CH:38]=[CH:37][CH:36]=1)[CH3:34])[O:22]C1C=CC([N+]([O-])=O)=CC=1.C(N(CC)CC)C. (5) Given the product [Cl:1][C:2]1[CH:8]=[C:7]([O:9][C:10]2[C:19]3[C:14](=[CH:15][C:16]([O:22][CH3:23])=[C:17]([O:20][CH3:21])[CH:18]=3)[N:13]=[CH:12][N:11]=2)[CH:6]=[CH:5][C:3]=1[NH:4][C:39](=[O:41])[O:57][CH:55]([C:54]1[CH:58]=[CH:59][C:51]([F:50])=[CH:52][CH:53]=1)[CH3:56], predict the reactants needed to synthesize it. The reactants are: [Cl:1][C:2]1[CH:8]=[C:7]([O:9][C:10]2[C:19]3[C:14](=[CH:15][C:16]([O:22][CH3:23])=[C:17]([O:20][CH3:21])[CH:18]=3)[N:13]=[CH:12][N:11]=2)[CH:6]=[CH:5][C:3]=1[NH2:4].C1(C)C=CC=CC=1.C(N(CC)CC)C.Cl[C:39](Cl)([O:41]C(=O)OC(Cl)(Cl)Cl)Cl.[F:50][C:51]1[CH:59]=[CH:58][C:54]([CH:55]([OH:57])[CH3:56])=[CH:53][CH:52]=1. (6) Given the product [NH2:22][C:23]1[C:28]([C:29]#[N:30])=[C:27]([NH:21][C@H:19]([C:4]2[N:3]([CH2:1][CH3:2])[C:7]3[C:8]([C:13]4[CH:18]=[CH:17][CH:16]=[CH:15][N:14]=4)=[C:9]([F:12])[CH:10]=[CH:11][C:6]=3[N:5]=2)[CH3:20])[N:26]=[CH:25][N:24]=1, predict the reactants needed to synthesize it. The reactants are: [CH2:1]([N:3]1[C:7]2[C:8]([C:13]3[CH:18]=[CH:17][CH:16]=[CH:15][N:14]=3)=[C:9]([F:12])[CH:10]=[CH:11][C:6]=2[N:5]=[C:4]1[C@@H:19]([NH2:21])[CH3:20])[CH3:2].[NH2:22][C:23]1[C:28]([C:29]#[N:30])=[C:27](Cl)[N:26]=[CH:25][N:24]=1.CCN(C(C)C)C(C)C. (7) The reactants are: [CH3:1][N:2]([C:10]1[C:19]2[C:14](=[CH:15][CH:16]=[CH:17][CH:18]=2)[N:13]=[C:12]([CH3:20])[N:11]=1)[C:3]1[CH:8]=[CH:7][C:6]([NH2:9])=[CH:5][CH:4]=1.[NH:21]([C:23]([O:25][CH3:26])=[O:24])[NH2:22].[C:27](N1C=CN=C1)(N1C=CN=C1)=[O:28]. Given the product [CH3:1][N:2]([C:10]1[C:19]2[C:14](=[CH:15][CH:16]=[CH:17][CH:18]=2)[N:13]=[C:12]([CH3:20])[N:11]=1)[C:3]1[CH:4]=[CH:5][C:6]([NH:9][C:27]([NH:22][NH:21][C:23]([O:25][CH3:26])=[O:24])=[O:28])=[CH:7][CH:8]=1, predict the reactants needed to synthesize it. (8) Given the product [CH3:16][C:17]([CH3:21])([CH3:20])[CH:18]=[N:1][CH:2]1[CH2:7][CH2:6][CH2:5][CH2:4][CH:3]1[N:8]=[CH:16][C:17]([CH3:21])([CH3:20])[CH3:18], predict the reactants needed to synthesize it. The reactants are: [NH2:1][C@@H:2]1[CH2:7][CH2:6][CH2:5][CH2:4][C@H:3]1[NH2:8].[O-]S([O-])(=O)=O.[Na+].[Na+].[CH3:16][C:17]([CH3:21])([CH3:20])[CH:18]=O. (9) Given the product [O-:9][N+:20]1[C:21]2[CH:22]=[C:23]([O:27][CH2:28][CH2:29][O:30][CH2:31][CH2:32][NH:33][C:34](=[O:40])[O:35][C:36]([CH3:39])([CH3:38])[CH3:37])[CH:24]=[CH:25][C:26]=2[C:17]2[S:16][C:15]([CH2:12][CH2:13][CH3:14])=[N:41][C:18]=2[CH:19]=1, predict the reactants needed to synthesize it. The reactants are: C1C=C(Cl)C=C(C(OO)=[O:9])C=1.[CH2:12]([C:15]1[S:16][C:17]2[C:26]3[CH:25]=[CH:24][C:23]([O:27][CH2:28][CH2:29][O:30][CH2:31][CH2:32][NH:33][C:34](=[O:40])[O:35][C:36]([CH3:39])([CH3:38])[CH3:37])=[CH:22][C:21]=3[N:20]=[CH:19][C:18]=2[N:41]=1)[CH2:13][CH3:14]. (10) Given the product [Cl:15][C:16]1[CH:17]=[C:18]([CH:19]=[CH:20][CH:21]=1)[O:22][CH2:2][C:3]1[CH:8]=[CH:7][CH:6]=[CH:5][C:4]=1[C:9](=[N:12][O:13][CH3:14])[C:10]#[N:11], predict the reactants needed to synthesize it. The reactants are: Br[CH2:2][C:3]1[CH:8]=[CH:7][CH:6]=[CH:5][C:4]=1[C:9](=[N:12][O:13][CH3:14])[C:10]#[N:11].[Cl:15][C:16]1[CH:17]=[C:18]([OH:22])[CH:19]=[CH:20][CH:21]=1.C(=O)([O-])[O-].[K+].[K+].C(OCC)C.